Task: Predict which catalyst facilitates the given reaction.. Dataset: Catalyst prediction with 721,799 reactions and 888 catalyst types from USPTO (1) Reactant: CO[C:3](=[O:13])[C:4]1[C:9]([I:10])=[CH:8][CH:7]=[CH:6][C:5]=1[CH2:11]Br.[CH3:14][CH:15]([NH2:24])[CH2:16][CH2:17][C:18]1[CH:23]=[CH:22][CH:21]=[CH:20][CH:19]=1.C([O-])([O-])=O.[K+].[K+].C(OCC)(=O)C. Product: [I:10][C:9]1[CH:8]=[CH:7][CH:6]=[C:5]2[C:4]=1[C:3](=[O:13])[N:24]([CH:15]([CH3:14])[CH2:16][CH2:17][C:18]1[CH:23]=[CH:22][CH:21]=[CH:20][CH:19]=1)[CH2:11]2. The catalyst class is: 345. (2) Reactant: [OH:1][NH2:2].C([O:5][C:6](=O)[CH2:7][CH2:8][CH2:9][CH2:10][CH2:11][CH2:12][N:13]([C:20]1[CH:25]=[CH:24][C:23]([O:26][CH3:27])=[CH:22][N:21]=1)[C:14]1[CH:19]=[CH:18][CH:17]=[CH:16][N:15]=1)C. Product: [OH:1][NH:2][C:6](=[O:5])[CH2:7][CH2:8][CH2:9][CH2:10][CH2:11][CH2:12][N:13]([C:20]1[CH:25]=[CH:24][C:23]([O:26][CH3:27])=[CH:22][N:21]=1)[C:14]1[CH:19]=[CH:18][CH:17]=[CH:16][N:15]=1. The catalyst class is: 121. (3) Reactant: [Cl:1][CH2:2][CH2:3][CH2:4][O:5][C:6]1[CH:7]=[C:8]([CH2:12][C:13]([O:15]C)=[O:14])[CH:9]=[CH:10][CH:11]=1.[OH-].[Na+].Cl. Product: [Cl:1][CH2:2][CH2:3][CH2:4][O:5][C:6]1[CH:7]=[C:8]([CH2:12][C:13]([OH:15])=[O:14])[CH:9]=[CH:10][CH:11]=1. The catalyst class is: 12. (4) The catalyst class is: 12. Reactant: CS(O[CH2:6][CH2:7][O:8][C:9]1[CH:14]=[CH:13][C:12]([CH:15]2[CH2:20][CH2:19][N:18]([C:21]3[CH:22]=[CH:23][C:24]4[N:25]([C:27]([C:30]([F:33])([F:32])[F:31])=[N:28][N:29]=4)[N:26]=3)[CH2:17][CH2:16]2)=[CH:11][CH:10]=1)(=O)=O.[Br-:34].[Li+]. Product: [Br:34][CH2:6][CH2:7][O:8][C:9]1[CH:14]=[CH:13][C:12]([CH:15]2[CH2:20][CH2:19][N:18]([C:21]3[CH:22]=[CH:23][C:24]4[N:25]([C:27]([C:30]([F:33])([F:32])[F:31])=[N:28][N:29]=4)[N:26]=3)[CH2:17][CH2:16]2)=[CH:11][CH:10]=1. (5) Reactant: [H-].[Na+].[Br:3][C:4]1[CH:17]=[N:16][C:7]2[NH:8][C:9]3[CH:14]=[N:13][CH:12]=[C:11]([OH:15])[C:10]=3[C:6]=2[CH:5]=1.Cl[C:19]([O:21][CH2:22][C:23]1[CH:28]=[CH:27][CH:26]=[CH:25][CH:24]=1)=[O:20]. Product: [CH2:22]([O:21][C:19]([N:8]1[C:9]2[CH:14]=[N:13][CH:12]=[C:11]([OH:15])[C:10]=2[C:6]2[CH:5]=[C:4]([Br:3])[CH:17]=[N:16][C:7]1=2)=[O:20])[C:23]1[CH:28]=[CH:27][CH:26]=[CH:25][CH:24]=1. The catalyst class is: 3. (6) Reactant: [N:1]([CH2:4][C@@H:5]([NH:16][C:17]([O:19][C:20]([CH3:23])([CH3:22])[CH3:21])=[O:18])[CH2:6][CH2:7][NH:8][C:9](=[O:15])[O:10][C:11]([CH3:14])([CH3:13])[CH3:12])=[N+]=[N-]. Product: [NH2:1][CH2:4][C@@H:5]([NH:16][C:17]([O:19][C:20]([CH3:23])([CH3:22])[CH3:21])=[O:18])[CH2:6][CH2:7][NH:8][C:9](=[O:15])[O:10][C:11]([CH3:12])([CH3:14])[CH3:13]. The catalyst class is: 29.